Dataset: Forward reaction prediction with 1.9M reactions from USPTO patents (1976-2016). Task: Predict the product of the given reaction. (1) Given the reactants [Cl:1][C:2]1[CH:3]=[C:4]([N:9]2[C:13](=[O:14])[C@@:12]3([C@H:18]([C:19]4[CH:26]=[CH:25][C:22]([C:23]#[N:24])=[CH:21][CH:20]=4)[CH2:17][NH:16][CH2:15]3)[N:11]([CH3:27])[C:10]2=[O:28])[CH:5]=[C:6]([Cl:8])[CH:7]=1.[N:29]([CH2:32][C:33]([O:35][CH2:36][CH3:37])=[O:34])=[C:30]=[O:31].C1[CH2:42][O:41]CC1.C[N:44]([CH:46]=[O:47])C, predict the reaction product. The product is: [CH2:36]([O:35][C:33](=[O:34])[CH2:32][NH:29][C:30]([N:16]1[CH2:17][C@@H:18]([C:19]2[CH:20]=[CH:21][C:22]([C:23]#[N:24])=[CH:25][CH:26]=2)[C@:12]2([N:11]([CH3:27])[C:10](=[O:28])[N:9]([C:4]3[CH:5]=[C:6]([Cl:8])[CH:7]=[C:2]([Cl:1])[CH:3]=3)[C:13]2=[O:14])[CH2:15]1)=[O:31])[CH3:37].[CH2:42]([OH:41])[C:32]([NH2:29])([CH2:33][OH:35])[CH2:46][OH:47].[N-:44]=[C:46]=[O:47]. (2) Given the reactants [C:1]([NH:5][C:6]1[C:11]([C:12]2[N:16]([C:17]3[CH:22]=[CH:21][C:20]([CH:23]=[CH2:24])=[C:19]([F:25])[C:18]=3[F:26])[N:15]=[N:14][N:13]=2)=[CH:10][CH:9]=[CH:8][N:7]=1)([CH3:4])([CH3:3])[CH3:2].[H][H], predict the reaction product. The product is: [C:1]([NH:5][C:6]1[C:11]([C:12]2[N:16]([C:17]3[CH:22]=[CH:21][C:20]([CH2:23][CH3:24])=[C:19]([F:25])[C:18]=3[F:26])[N:15]=[N:14][N:13]=2)=[CH:10][CH:9]=[CH:8][N:7]=1)([CH3:3])([CH3:2])[CH3:4]. (3) Given the reactants [OH-].[Na+].[CH2:3]([N:10]([CH2:17][C:18]1[CH:23]=[CH:22][C:21]([C:24]2[C:25]([C:30]([O:32]C)=[O:31])=[CH:26][CH:27]=[CH:28][CH:29]=2)=[CH:20][CH:19]=1)[C:11](=[O:16])[CH2:12][CH2:13][CH2:14][CH3:15])[C:4]1[CH:9]=[CH:8][CH:7]=[CH:6][CH:5]=1.O1CCOCC1.Cl, predict the reaction product. The product is: [CH2:3]([N:10]([CH2:17][C:18]1[CH:19]=[CH:20][C:21]([C:24]2[C:25]([C:30]([OH:32])=[O:31])=[CH:26][CH:27]=[CH:28][CH:29]=2)=[CH:22][CH:23]=1)[C:11](=[O:16])[CH2:12][CH2:13][CH2:14][CH3:15])[C:4]1[CH:9]=[CH:8][CH:7]=[CH:6][CH:5]=1. (4) Given the reactants [CH:1]1([O:6][C:7]2[CH:37]=[CH:36][C:10]([C:11]([C:13]3[CH:14]=[CH:15][C:16]([O:24][CH2:25][C:26]4[CH:35]=[CH:34][C:29]5[C:30]([OH:33])=[N:31][O:32][C:28]=5[CH:27]=4)=[C:17]([CH2:19][CH2:20][C:21]([OH:23])=[O:22])[CH:18]=3)=[O:12])=[C:9]([OH:38])[CH:8]=2)[CH2:5][CH2:4][CH2:3][CH2:2]1.C(N(CC)CC)C.[C:46](Cl)([C:59]1[CH:64]=[CH:63][CH:62]=[CH:61][CH:60]=1)([C:53]1[CH:58]=[CH:57][CH:56]=[CH:55][CH:54]=1)[C:47]1[CH:52]=[CH:51][CH:50]=[CH:49][CH:48]=1.Cl, predict the reaction product. The product is: [CH:1]1([O:6][C:7]2[CH:37]=[CH:36][C:10]([C:11]([C:13]3[CH:14]=[CH:15][C:16]([O:24][CH2:25][C:26]4[CH:35]=[CH:34][C:29]5[C:30](=[O:33])[N:31]([C:46]([C:47]6[CH:52]=[CH:51][CH:50]=[CH:49][CH:48]=6)([C:59]6[CH:60]=[CH:61][CH:62]=[CH:63][CH:64]=6)[C:53]6[CH:54]=[CH:55][CH:56]=[CH:57][CH:58]=6)[O:32][C:28]=5[CH:27]=4)=[C:17]([CH2:19][CH2:20][C:21]([OH:23])=[O:22])[CH:18]=3)=[O:12])=[C:9]([OH:38])[CH:8]=2)[CH2:2][CH2:3][CH2:4][CH2:5]1. (5) Given the reactants [Cl:1][C:2]1[C:3]([F:23])=[C:4]([CH:20]=[CH:21][CH:22]=1)[NH:5][C:6]1[C:15]2[C:10](=[CH:11][C:12]([O:18][CH3:19])=[C:13]([CH:16]=O)[CH:14]=2)[N:9]=[CH:8][N:7]=1.[NH2:24][CH2:25][CH2:26][O:27][CH3:28], predict the reaction product. The product is: [Cl:1][C:2]1[C:3]([F:23])=[C:4]([NH:5][C:6]2[C:15]3[C:10](=[CH:11][C:12]([O:18][CH3:19])=[C:13]([CH2:16][NH:24][CH2:25][CH2:26][O:27][CH3:28])[CH:14]=3)[N:9]=[CH:8][N:7]=2)[CH:20]=[CH:21][CH:22]=1. (6) Given the reactants Cl[C:2]1[N:7]=[C:6]([NH:8][CH3:9])[C:5]([N+:10]([O-:12])=[O:11])=[CH:4][N:3]=1.[NH2:13][C:14]1[CH:19]=[CH:18][C:17]([N:20]2[CH2:25][CH2:24][O:23][CH2:22][CH2:21]2)=[CH:16][CH:15]=1, predict the reaction product. The product is: [CH3:9][NH:8][C:6]1[C:5]([N+:10]([O-:12])=[O:11])=[CH:4][N:3]=[C:2]([NH:13][C:14]2[CH:15]=[CH:16][C:17]([N:20]3[CH2:25][CH2:24][O:23][CH2:22][CH2:21]3)=[CH:18][CH:19]=2)[N:7]=1.